This data is from Catalyst prediction with 721,799 reactions and 888 catalyst types from USPTO. The task is: Predict which catalyst facilitates the given reaction. (1) Reactant: [CH2:1]([N:5]1[C:13]([N:14]2[CH2:19][CH2:18][NH:17][C@H:16]([CH3:20])[CH2:15]2)=[N:12][C:11]2[C:6]1=[N:7][C:8]([C:27]1[CH:28]=[N:29][C:30]([NH2:33])=[N:31][CH:32]=1)=[N:9][C:10]=2[N:21]1[CH2:26][CH2:25][O:24][CH2:23][CH2:22]1)[CH:2]([CH3:4])[CH3:3].C1(N=C=NC2CCCCC2)CCCCC1.ON1C2C=CC=CC=2N=N1.[OH:59][C@@H:60]([CH3:65])[CH2:61][C:62](O)=[O:63]. Product: [NH2:33][C:30]1[N:31]=[CH:32][C:27]([C:8]2[N:7]=[C:6]3[C:11]([N:12]=[C:13]([N:14]4[CH2:19][CH2:18][N:17]([C:62](=[O:63])[CH2:61][C@@H:60]([OH:59])[CH3:65])[C@H:16]([CH3:20])[CH2:15]4)[N:5]3[CH2:1][CH:2]([CH3:4])[CH3:3])=[C:10]([N:21]3[CH2:26][CH2:25][O:24][CH2:23][CH2:22]3)[N:9]=2)=[CH:28][N:29]=1. The catalyst class is: 9. (2) Reactant: [CH3:1][NH:2][O:3][CH2:4][C:5]1[N:6]([CH2:14]CC(O)=O)[C:7]2[C:12]([CH:13]=1)=[CH:11][CH:10]=[CH:9][CH:8]=2.CO.[CH3:21][C:22]([CH3:24])=O.[CH3:25][C:26]([OH:28])=[O:27]. Product: [CH3:21][C:22]1([CH3:24])[C:13]2[C:12]3[CH:11]=[CH:10][CH:9]=[CH:8][C:7]=3[N:6]([CH2:14][CH2:25][C:26]([OH:28])=[O:27])[C:5]=2[CH2:4][O:3][N:2]1[CH3:1]. The catalyst class is: 2. (3) Reactant: [C:1]([C:5]1[CH:10]=[CH:9][C:8]([N:11]2[C:19](=[O:20])[C:18]3[C:13](=[CH:14][CH:15]=[CH:16][C:17]=3[N+:21]([O-])=O)[C:12]2=[O:24])=[CH:7][CH:6]=1)([CH3:4])([CH3:3])[CH3:2].N#N. Product: [NH2:21][C:17]1[CH:16]=[CH:15][CH:14]=[C:13]2[C:18]=1[C:19](=[O:20])[N:11]([C:8]1[CH:9]=[CH:10][C:5]([C:1]([CH3:3])([CH3:2])[CH3:4])=[CH:6][CH:7]=1)[C:12]2=[O:24]. The catalyst class is: 19. (4) Reactant: [Cl:1][C:2]1[C:7]([C:8](=[O:10])[CH3:9])=[CH:6][CH:5]=[CH:4][N:3]=1.[CH2:11](O)[CH2:12][OH:13].O.C1(C)C=CC(S(O)(=O)=O)=CC=1. Product: [Cl:1][C:2]1[C:7]([C:8]2([CH3:9])[O:13][CH2:12][CH2:11][O:10]2)=[CH:6][CH:5]=[CH:4][N:3]=1. The catalyst class is: 11. (5) Reactant: Cl.Cl.[F:3][C:4]1[CH:5]=[CH:6][C:7]2[N:11]=[C:10]([C@@H:12]([NH2:14])[CH3:13])[N:9]([C:15]3[CH:20]=[CH:19][CH:18]=[CH:17][CH:16]=3)[C:8]=2[C:21]=1[O:22][CH3:23].[NH2:24][C:25]1[C:30]([C:31]#[N:32])=[C:29](Cl)[N:28]=[CH:27][N:26]=1.CCN(C(C)C)C(C)C. Product: [NH2:24][C:25]1[C:30]([C:31]#[N:32])=[C:29]([NH:14][C@H:12]([C:10]2[N:9]([C:15]3[CH:20]=[CH:19][CH:18]=[CH:17][CH:16]=3)[C:8]3[C:21]([O:22][CH3:23])=[C:4]([F:3])[CH:5]=[CH:6][C:7]=3[N:11]=2)[CH3:13])[N:28]=[CH:27][N:26]=1. The catalyst class is: 41. (6) Reactant: [NH2:1][C:2]1[CH:3]=[CH:4][C:5]([O:8][CH3:9])=[N:6][CH:7]=1.N1C=CC=CC=1.Cl[C:17]([O:19][CH2:20][C:21]([Cl:24])([Cl:23])[Cl:22])=[O:18]. Product: [CH3:9][O:8][C:5]1[N:6]=[CH:7][C:2]([NH:1][C:17](=[O:18])[O:19][CH2:20][C:21]([Cl:24])([Cl:23])[Cl:22])=[CH:3][CH:4]=1. The catalyst class is: 7. (7) Reactant: [F:1][C:2]([F:28])([F:27])[C@H:3]1[CH2:8][CH2:7][C@H:6]([NH:9][C:10](=[O:26])[C:11]2[CH:16]=[C:15]([NH2:17])[C:14]([NH2:18])=[CH:13][C:12]=2[N:19]2[CH2:24][CH2:23][CH:22]([F:25])[CH2:21][CH2:20]2)[CH2:5][CH2:4]1.[F:29][C:30]1[C:43]([N:44]=[C:45]=S)=[C:42]([F:47])[CH:41]=[CH:40][C:31]=1[CH2:32][NH:33][C:34](=[O:39])[C:35]([CH3:38])([CH3:37])[CH3:36].CC(C)N=C=NC(C)C. Product: [F:28][C:2]([F:27])([F:1])[C@H:3]1[CH2:4][CH2:5][C@H:6]([NH:9][C:10]([C:11]2[C:12]([N:19]3[CH2:24][CH2:23][CH:22]([F:25])[CH2:21][CH2:20]3)=[CH:13][C:14]3[NH:18][C:45]([NH:44][C:43]4[C:42]([F:47])=[CH:41][CH:40]=[C:31]([CH2:32][NH:33][C:34](=[O:39])[C:35]([CH3:36])([CH3:37])[CH3:38])[C:30]=4[F:29])=[N:17][C:15]=3[CH:16]=2)=[O:26])[CH2:7][CH2:8]1. The catalyst class is: 3.